From a dataset of Full USPTO retrosynthesis dataset with 1.9M reactions from patents (1976-2016). Predict the reactants needed to synthesize the given product. (1) The reactants are: Cl.Cl.[N:3]1[C:11]2[CH:10]=[CH:9][N:8]=[CH:7][C:6]=2[O:5][C:4]=1[NH:12][CH:13]1[CH2:18][CH2:17][NH:16][CH2:15][CH2:14]1.[CH3:19][O:20][C:21]1[CH:28]=[CH:27][C:24]([CH:25]=O)=[CH:23][C:22]=1[O:29][CH2:30][CH2:31][CH3:32]. Given the product [CH3:19][O:20][C:21]1[CH:28]=[CH:27][C:24]([CH2:25][N:16]2[CH2:17][CH2:18][CH:13]([NH:12][C:4]3[O:5][C:6]4[CH:7]=[N:8][CH:9]=[CH:10][C:11]=4[N:3]=3)[CH2:14][CH2:15]2)=[CH:23][C:22]=1[O:29][CH2:30][CH2:31][CH3:32], predict the reactants needed to synthesize it. (2) Given the product [C:24]([O:23][C:21]([NH:1][C@@H:2]1[C@@H:7]2[O:8][C@@H:4]([CH2:5][CH2:6]2)[C@@H:3]1[C:9]([O:11][CH3:12])=[O:10])=[O:20])([CH3:27])([CH3:26])[CH3:25], predict the reactants needed to synthesize it. The reactants are: [NH2:1][C@@H:2]1[C@@H:7]2[O:8][C@@H:4]([CH2:5][CH2:6]2)[C@@H:3]1[C:9]([O:11][CH3:12])=[O:10].CCN(CC)CC.[O:20](C(OC(C)(C)C)=O)[C:21]([O:23][C:24]([CH3:27])([CH3:26])[CH3:25])=O. (3) Given the product [C:12]([N:8]1[C:9]2[C:4](=[C:3]([O:16][CH2:17][CH2:18][CH3:19])[C:2]([C:28]3[CH:29]=[N:30][N:31]([CH:33]4[CH2:34][CH2:35][N:36]([C:39]([O:41][C:42]([CH3:45])([CH3:44])[CH3:43])=[O:40])[CH2:37][CH2:38]4)[CH:32]=3)=[CH:11][CH:10]=2)[CH2:5][CH2:6][C@@H:7]1[CH3:15])(=[O:14])[CH3:13], predict the reactants needed to synthesize it. The reactants are: Br[C:2]1[C:3]([O:16][CH2:17][CH2:18][CH3:19])=[C:4]2[C:9](=[CH:10][CH:11]=1)[N:8]([C:12](=[O:14])[CH3:13])[C@@H:7]([CH3:15])[CH2:6][CH2:5]2.CC1(C)C(C)(C)OB([C:28]2[CH:29]=[N:30][N:31]([CH:33]3[CH2:38][CH2:37][N:36]([C:39]([O:41][C:42]([CH3:45])([CH3:44])[CH3:43])=[O:40])[CH2:35][CH2:34]3)[CH:32]=2)O1.C(=O)([O-])[O-].[Cs+].[Cs+]. (4) Given the product [F:1][C:2]1[CH:3]=[C:4]([CH2:9][C:10]([O:12][CH3:15])=[O:11])[CH:5]=[C:6]([F:8])[CH:7]=1, predict the reactants needed to synthesize it. The reactants are: [F:1][C:2]1[CH:3]=[C:4]([CH2:9][C:10]([OH:12])=[O:11])[CH:5]=[C:6]([F:8])[CH:7]=1.Cl.O1CCOC[CH2:15]1. (5) Given the product [N:30]1([C:18]2[CH:17]=[C:16]([NH:15][C:13]3[C:12]([C:27]([NH2:29])=[O:28])=[CH:11][N:10]=[C:9]([NH:8][C@@H:3]4[CH2:4][CH2:5][CH2:6][CH2:7][C@@H:2]4[NH2:1])[N:14]=3)[CH:21]=[CH:20][CH:19]=2)[CH:34]=[N:33][CH:32]=[N:31]1, predict the reactants needed to synthesize it. The reactants are: [NH2:1][C@H:2]1[CH2:7][CH2:6][CH2:5][CH2:4][C@H:3]1[NH:8][C:9]1[N:14]=[C:13]([NH:15][C:16]2[CH:21]=[CH:20][C:19](C3ON=CC=3)=[CH:18][CH:17]=2)[C:12]([C:27]([NH2:29])=[O:28])=[CH:11][N:10]=1.[N:30]1(C2C=C(C=CC=2)N)[CH:34]=[N:33][CH:32]=[N:31]1. (6) Given the product [CH3:23][C:22]1[O:21][C:20]([C:24]2[CH:25]=[CH:26][CH:27]=[CH:28][CH:29]=2)=[N:19][C:18]=1[CH2:17][O:16][C:13]1[CH:12]=[CH:11][C:10]([C:8]([C:3]2[CH:4]=[CH:5][CH:6]=[CH:7][C:2]=2[O:1][CH2:31][C:32]([OH:34])=[O:33])=[O:9])=[CH:15][CH:14]=1, predict the reactants needed to synthesize it. The reactants are: [OH:1][C:2]1[CH:7]=[CH:6][CH:5]=[CH:4][C:3]=1[C:8]([C:10]1[CH:15]=[CH:14][C:13]([O:16][CH2:17][C:18]2[N:19]=[C:20]([C:24]3[CH:29]=[CH:28][CH:27]=[CH:26][CH:25]=3)[O:21][C:22]=2[CH3:23])=[CH:12][CH:11]=1)=[O:9].Br[CH2:31][C:32]([O:34]CC)=[O:33].C(=O)([O-])[O-].[K+].[K+].CN(C)C=O.